This data is from Forward reaction prediction with 1.9M reactions from USPTO patents (1976-2016). The task is: Predict the product of the given reaction. (1) Given the reactants C[N+]1([O-])[CH2:7][CH2:6][O:5]CC1.N1[CH2:18][C:17]2[C:12](=[CH:13][CH:14]=[CH:15][CH:16]=2)[CH2:11][C@H]1C(O)=O, predict the reaction product. The product is: [CH2:11]1[C:12]2[C:17](=[CH:18][C:7]([CH:6]=[O:5])=[CH:14][CH:13]=2)[CH2:16][CH2:15]1. (2) Given the reactants [Cl:1][C:2]1[C:3]([C:31]2[C:39]3[C:34](=[CH:35][CH:36]=[CH:37][CH:38]=3)[N:33]([S:40]([C:43]3[CH:48]=[CH:47][CH:46]=[CH:45][CH:44]=3)(=[O:42])=[O:41])[CH:32]=2)=[N:4][C:5]([NH:8][CH:9]2[CH2:14][CH2:13][N:12]([C:15]([C:17]3[CH:22]=[CH:21][C:20]([NH:23]C(=O)OC(C)(C)C)=[CH:19][CH:18]=3)=[O:16])[CH2:11][CH2:10]2)=[N:6][CH:7]=1.[C:49]([OH:55])([C:51]([F:54])([F:53])[F:52])=[O:50], predict the reaction product. The product is: [OH:55][C:49]([C:51]([F:54])([F:53])[F:52])=[O:50].[NH2:23][C:20]1[CH:19]=[CH:18][C:17]([C:15]([N:12]2[CH2:11][CH2:10][CH:9]([NH:8][C:5]3[N:4]=[C:3]([C:31]4[C:39]5[C:34](=[CH:35][CH:36]=[CH:37][CH:38]=5)[N:33]([S:40]([C:43]5[CH:44]=[CH:45][CH:46]=[CH:47][CH:48]=5)(=[O:41])=[O:42])[CH:32]=4)[C:2]([Cl:1])=[CH:7][N:6]=3)[CH2:14][CH2:13]2)=[O:16])=[CH:22][CH:21]=1. (3) Given the reactants [C:1]1([CH3:28])[CH:6]=[CH:5][CH:4]=[CH:3][C:2]=1[C:7]1[CH:8]=[C:9]2[C:14](=[CH:15][CH:16]=1)[N:13]=[C:12]([N:17]1[CH:21]=[C:20]([C:22]([O:24]CC)=[O:23])[CH:19]=[N:18]1)[NH:11][C:10]2=O.[CH2:29]([NH:31][CH2:32][CH3:33])[CH3:30], predict the reaction product. The product is: [CH2:29]([N:31]([CH2:32][CH3:33])[C:10]1[C:9]2[C:14](=[CH:15][CH:16]=[C:7]([C:2]3[CH:3]=[CH:4][CH:5]=[CH:6][C:1]=3[CH3:28])[CH:8]=2)[N:13]=[C:12]([N:17]2[CH:21]=[C:20]([C:22]([OH:24])=[O:23])[CH:19]=[N:18]2)[N:11]=1)[CH3:30]. (4) Given the reactants F[C:2]1[CH:7]=[CH:6][C:5]([CH3:8])=[CH:4][N:3]=1.[C-:9]#[N:10].[Na+].O, predict the reaction product. The product is: [CH3:8][C:5]1[CH:6]=[CH:7][C:2]([C:9]#[N:10])=[N:3][CH:4]=1. (5) Given the reactants [O:1]1[C:5]2([CH2:10][CH2:9][N:8]([C:11]3[CH:16]=[CH:15][C:14]([N:17]4[CH2:21][C@H:20]([CH2:22][N:23]=[N+:24]=[N-:25])[O:19][C:18]4=[O:26])=[CH:13][C:12]=3[F:27])[CH2:7][CH2:6]2)[O:4][CH2:3][CH2:2]1.[C:28]12CC(CC1)=C[CH:29]=2, predict the reaction product. The product is: [O:1]1[C:5]2([CH2:10][CH2:9][N:8]([C:11]3[CH:16]=[CH:15][C:14]([N:17]4[CH2:21][C@H:20]([CH2:22][N:23]5[CH:29]=[CH:28][N:25]=[N:24]5)[O:19][C:18]4=[O:26])=[CH:13][C:12]=3[F:27])[CH2:7][CH2:6]2)[O:4][CH2:3][CH2:2]1.